Dataset: Full USPTO retrosynthesis dataset with 1.9M reactions from patents (1976-2016). Task: Predict the reactants needed to synthesize the given product. (1) Given the product [F:7][C:8]1[CH:9]=[C:10]([N:14]2[CH2:18][CH2:17][CH:16]([O:19][C:20]3[CH:21]=[CH:22][C:23]([CH:26]4[CH:31]([O:32][CH2:33][C:34]5[CH:35]=[CH:36][C:37]6[O:42][CH2:41][CH2:40][N:39]([CH2:43][CH2:44][CH2:45][O:46][CH3:47])[C:38]=6[CH:48]=5)[CH2:30][N:29]([S:56]([C:53]5[CH:54]=[CH:55][C:50]([CH3:60])=[CH:51][CH:52]=5)(=[O:58])=[O:57])[CH2:28][CH:27]4[OH:49])=[CH:24][CH:25]=3)[CH2:15]2)[CH:11]=[CH:12][CH:13]=1, predict the reactants needed to synthesize it. The reactants are: C(=O)([O-])[O-].[Na+].[Na+].[F:7][C:8]1[CH:9]=[C:10]([N:14]2[CH2:18][CH2:17][CH:16]([O:19][C:20]3[CH:25]=[CH:24][C:23]([CH:26]4[CH:31]([O:32][CH2:33][C:34]5[CH:35]=[CH:36][C:37]6[O:42][CH2:41][CH2:40][N:39]([CH2:43][CH2:44][CH2:45][O:46][CH3:47])[C:38]=6[CH:48]=5)[CH2:30][NH:29][CH2:28][CH:27]4[OH:49])=[CH:22][CH:21]=3)[CH2:15]2)[CH:11]=[CH:12][CH:13]=1.[C:50]1([CH3:60])[CH:55]=[CH:54][C:53]([S:56](Cl)(=[O:58])=[O:57])=[CH:52][CH:51]=1. (2) Given the product [C:1]([C:3]1[CH:8]=[CH:7][C:6]([N:9]([CH2:16][C:17]([F:20])([F:19])[F:18])[CH:10]([CH2:14][CH3:15])[C:11]([NH:30][C:29]2[CH:31]=[CH:32][C:26]([F:25])=[CH:27][CH:28]=2)=[O:12])=[CH:5][C:4]=1[C:21]([F:22])([F:24])[F:23])#[N:2], predict the reactants needed to synthesize it. The reactants are: [C:1]([C:3]1[CH:8]=[CH:7][C:6]([N:9]([CH2:16][C:17]([F:20])([F:19])[F:18])[CH:10]([CH2:14][CH3:15])[C:11](O)=[O:12])=[CH:5][C:4]=1[C:21]([F:24])([F:23])[F:22])#[N:2].[F:25][C:26]1[CH:32]=[CH:31][C:29]([NH2:30])=[CH:28][CH:27]=1. (3) Given the product [CH:1]([N:4]1[C:12](=[O:13])[NH:11][C:10]2[C:5]1=[N:6][C:7]([C:17]1[CH:22]=[CH:21][CH:20]=[C:19]([OH:23])[CH:18]=1)=[N:8][C:9]=2[C:14]([NH2:24])=[O:16])([CH3:2])[CH3:3], predict the reactants needed to synthesize it. The reactants are: [CH:1]([N:4]1[C:12](=[O:13])[NH:11][C:10]2[C:5]1=[N:6][C:7]([C:17]1[CH:22]=[CH:21][CH:20]=[C:19]([OH:23])[CH:18]=1)=[N:8][C:9]=2[C:14]([O-:16])=O)([CH3:3])[CH3:2].[NH2:24]C1C(C([O-])=O)=NC(C2C=CC=C(O)C=2)=NC=1NC(C)C.C(N1C=CN=C1)(N1C=CN=C1)=O. (4) Given the product [CH3:27][C:21]1[CH:22]=[C:23]([CH3:26])[CH:24]=[CH:25][C:20]=1[C:7]1[N:6]=[C:5]([S:2][CH3:1])[N:13]=[C:12]2[C:8]=1[N:9]=[CH:10][N:11]2[CH:14]1[CH2:19][CH2:18][CH2:17][CH2:16][O:15]1, predict the reactants needed to synthesize it. The reactants are: [CH3:1][S-:2].[Na+].Cl[C:5]1[N:13]=[C:12]2[C:8]([N:9]=[CH:10][N:11]2[CH:14]2[CH2:19][CH2:18][CH2:17][CH2:16][O:15]2)=[C:7]([C:20]2[CH:25]=[CH:24][C:23]([CH3:26])=[CH:22][C:21]=2[CH3:27])[N:6]=1. (5) Given the product [CH3:1][N:2]1[C:10](=[O:11])[C:9]2[NH:8][C:7]([CH2:12][C:13]3[CH:18]=[CH:17][C:16]([NH:19][S:20]([C:23]4[C:24]([CH3:30])=[N:25][N:26]([CH3:29])[CH:27]=4)(=[O:22])=[O:21])=[CH:15][CH:14]=3)=[N:6][C:5]=2[N:4]([CH3:31])[C:3]1=[O:32], predict the reactants needed to synthesize it. The reactants are: [CH3:1][N:2]1[C:10](=[O:11])[C:9]2[NH:8][C:7]([CH2:12][C:13]3[CH:18]=[CH:17][C:16]([NH:19][S:20]([C:23]4[C:24]([CH3:30])=[N:25][N:26]([CH3:29])[C:27]=4Cl)(=[O:22])=[O:21])=[CH:15][CH:14]=3)=[N:6][C:5]=2[N:4]([CH3:31])[C:3]1=[O:32]. (6) Given the product [CH3:24][C@@H:14]1[CH2:13][N:12]([C:11]2[C:2]([C:26]#[N:27])=[CH:3][C:4]3[O:5][CH2:6][C:7](=[O:25])[NH:8][C:9]=3[N:10]=2)[C@H:17]([C:18]2[CH:23]=[CH:22][CH:21]=[CH:20][CH:19]=2)[CH2:16][O:15]1, predict the reactants needed to synthesize it. The reactants are: Br[C:2]1[C:11]([N:12]2[C@H:17]([C:18]3[CH:23]=[CH:22][CH:21]=[CH:20][CH:19]=3)[CH2:16][O:15][C@H:14]([CH3:24])[CH2:13]2)=[N:10][C:9]2[NH:8][C:7](=[O:25])[CH2:6][O:5][C:4]=2[CH:3]=1.[CH3:26][N:27](C)C=O. (7) Given the product [F:1][C:2]([F:10])([F:9])[CH:3]([O:8][C:12]([N:49]1[CH2:50][CH2:51][N:46]([CH2:45][C:34]2[C:35]([N:39]3[CH2:44][CH2:43][O:42][CH2:41][CH2:40]3)=[CH:36][CH:37]=[CH:38][C:33]=2[Cl:32])[CH2:47][CH2:48]1)=[O:14])[C:4]([F:7])([F:6])[F:5], predict the reactants needed to synthesize it. The reactants are: [F:1][C:2]([F:10])([F:9])[CH:3]([OH:8])[C:4]([F:7])([F:6])[F:5].Cl[C:12](Cl)([O:14]C(=O)OC(Cl)(Cl)Cl)Cl.C(N(CC)C(C)C)(C)C.[Cl:32][C:33]1[C:34]([CH2:45][N:46]2[CH2:51][CH2:50][NH:49][CH2:48][CH2:47]2)=[C:35]([N:39]2[CH2:44][CH2:43][O:42][CH2:41][CH2:40]2)[CH:36]=[CH:37][CH:38]=1. (8) Given the product [C:1]([O:4][C@H:5]1[CH2:10][CH2:9][C@H:8]([C:11]2[N:15]3[CH:16]=[CH:17][N:18]=[C:19]([CH3:20])[C:14]3=[C:13]([C:40]3[CH:41]=[CH:42][C:37]([NH:36][C:34]([C:27]4[N:28]([CH3:33])[C:29]5[C:25]([CH:26]=4)=[C:24]([O:23][CH3:22])[CH:32]=[CH:31][CH:30]=5)=[O:35])=[C:38]([O:52][CH3:53])[CH:39]=3)[N:12]=2)[CH2:7][CH2:6]1)(=[O:3])[CH3:2], predict the reactants needed to synthesize it. The reactants are: [C:1]([O:4][C@H:5]1[CH2:10][CH2:9][C@H:8]([C:11]2[N:15]3[CH:16]=[CH:17][N:18]=[C:19]([CH3:20])[C:14]3=[C:13](Br)[N:12]=2)[CH2:7][CH2:6]1)(=[O:3])[CH3:2].[CH3:22][O:23][C:24]1[CH:32]=[CH:31][CH:30]=[C:29]2[C:25]=1[CH:26]=[C:27]([C:34]([NH:36][C:37]1[CH:42]=[CH:41][C:40](B3OC(C)(C)C(C)(C)O3)=[CH:39][C:38]=1[O:52][CH3:53])=[O:35])[N:28]2[CH3:33].